This data is from Full USPTO retrosynthesis dataset with 1.9M reactions from patents (1976-2016). The task is: Predict the reactants needed to synthesize the given product. (1) Given the product [CH2:1]([O:3][CH2:4][CH:9]1[CH2:8][CH:7]1[C:6]([OH:5])=[O:10])[C:2]1[CH:4]=[CH:9][CH:8]=[CH:7][CH:6]=1, predict the reactants needed to synthesize it. The reactants are: [CH:1]([O:3][CH:4]1[CH2:9][CH2:8][CH2:7][CH2:6][O:5]1)=[CH2:2].[OH-:10].[Na+]. (2) Given the product [F:2][C:3]1[CH:4]=[C:5]2[C:9](=[CH:10][CH:11]=1)[NH:8][CH:7]([C:12]([NH2:1])=[O:14])[CH2:6]2, predict the reactants needed to synthesize it. The reactants are: [NH3:1].[F:2][C:3]1[CH:4]=[C:5]2[C:9](=[CH:10][CH:11]=1)[NH:8][CH:7]([C:12]([O:14]C)=O)[CH2:6]2.